This data is from Reaction yield outcomes from USPTO patents with 853,638 reactions. The task is: Predict the reaction yield, written as a fraction of the theoretical maximum amount of product (1.0 means a 100% yield; for example, 0.34 means a 34% yield). (1) The reactants are [F:1][C:2]([F:7])([CH3:6])[C:3](O)=[O:4].C(Cl)(=O)C(Cl)=O.[CH:14]([O:16][CH2:17][CH3:18])=[CH2:15].N1C=CC=CC=1. The catalyst is ClCCl. The product is [CH2:17]([O:16][CH:14]=[CH:15][C:3](=[O:4])[C:2]([F:7])([F:1])[CH3:6])[CH3:18]. The yield is 1.00. (2) The reactants are [OH:1][C@H:2]([CH2:8][C:9](=[O:11])[O-:10])[CH2:3][N+:4]([CH3:7])([CH3:6])[CH3:5].[C:12](OC(=O)C)(=[O:14])[CH3:13]. The catalyst is C(O)(=O)C. The product is [CH3:13][C:12]([O:1][C@@H:2]([CH2:3][N+:4]([CH3:7])([CH3:5])[CH3:6])[CH2:8][C:9]([O-:10])=[O:11])=[O:14]. The yield is 0.892. (3) The reactants are [Cl:1][C:2]1[CH:20]=[CH:19][CH:18]=[CH:17][C:3]=1[C:4]([C:6](=[CH:9]NC1C=CC=CC=1)[C:7]#[N:8])=[O:5].FC(F)(F)C(O)=O.[CH:28]1([NH:31][C:32](=[O:42])[C:33]2[CH:38]=[CH:37][C:36]([CH3:39])=[C:35]([NH:40][NH2:41])[CH:34]=2)[CH2:30][CH2:29]1.C(N(CC)CC)C. The catalyst is C(O)C. The product is [NH2:8][C:7]1[N:40]([C:35]2[CH:34]=[C:33]([CH:38]=[CH:37][C:36]=2[CH3:39])[C:32]([NH:31][CH:28]2[CH2:30][CH2:29]2)=[O:42])[N:41]=[CH:9][C:6]=1[C:4](=[O:5])[C:3]1[CH:17]=[CH:18][CH:19]=[CH:20][C:2]=1[Cl:1]. The yield is 0.390. (4) The reactants are [CH3:1][C:2]1[N:3]=[C:4]([N:12]2[CH:16]=[C:15]([CH2:17][CH2:18][CH2:19][C:20]3[CH:25]=[CH:24][CH:23]=[CH:22]C=3)[N:14]=[N:13]2)[S:5][C:6]=1[C:7]([O:9]CC)=[O:8].CC1N=C(N2C=C(CC(C3C=CC=CC=3)C)N=N2)SC=1C(OCC)=O. No catalyst specified. The product is [CH3:1][C:2]1[N:3]=[C:4]([N:12]2[CH:16]=[C:15]([CH2:17][CH2:18][C:19]3[CH:20]=[CH:25][CH:24]=[CH:23][CH:22]=3)[N:14]=[N:13]2)[S:5][C:6]=1[C:7]([OH:9])=[O:8]. The yield is 0.700. (5) The reactants are [Cl:1][C:2]1[CH:3]=[N+:4]([O-:48])[CH:5]=[C:6]([Cl:47])[C:7]=1[CH2:8][C@@H:9]([C:32]1[CH:37]=[CH:36][C:35]([O:38][CH:39]([F:41])[F:40])=[C:34]([O:42]CC2CC2)[CH:33]=1)[O:10][C:11]([C@H:13]1[N:17]([S:18]([C:21]2[CH:26]=[CH:25][CH:24]=[C:23]([C:27](=[O:31])[N:28]([CH3:30])[CH3:29])[CH:22]=2)(=[O:20])=[O:19])[CH2:16][CH2:15][S:14]1)=[O:12].FC(F)(F)C(O)=O. The catalyst is C(Cl)Cl. The product is [Cl:1][C:2]1[CH:3]=[N+:4]([O-:48])[CH:5]=[C:6]([Cl:47])[C:7]=1[CH2:8][C@@H:9]([C:32]1[CH:37]=[CH:36][C:35]([O:38][CH:39]([F:41])[F:40])=[C:34]([OH:42])[CH:33]=1)[O:10][C:11]([C@H:13]1[N:17]([S:18]([C:21]2[CH:26]=[CH:25][CH:24]=[C:23]([C:27](=[O:31])[N:28]([CH3:29])[CH3:30])[CH:22]=2)(=[O:20])=[O:19])[CH2:16][CH2:15][S:14]1)=[O:12]. The yield is 0.490. (6) The product is [CH2:14]([O:16][CH2:17][CH2:18][O:19][C:20]1[CH:25]=[C:24]([CH3:26])[C:23]([C:27]2[CH:32]=[CH:31][CH:30]=[C:29]([CH2:33][O:1][C:2]3[CH:3]=[CH:4][C:5](/[CH:8]=[CH:9]/[C:10]([O:12][CH3:13])=[O:11])=[CH:6][CH:7]=3)[CH:28]=2)=[C:22]([CH3:35])[CH:21]=1)[CH3:15]. The reactants are [OH:1][C:2]1[CH:7]=[CH:6][C:5](/[CH:8]=[CH:9]/[C:10]([O:12][CH3:13])=[O:11])=[CH:4][CH:3]=1.[CH2:14]([O:16][CH2:17][CH2:18][O:19][C:20]1[CH:25]=[C:24]([CH3:26])[C:23]([C:27]2[CH:32]=[CH:31][CH:30]=[C:29]([CH2:33]O)[CH:28]=2)=[C:22]([CH3:35])[CH:21]=1)[CH3:15].C(P(CCCC)CCCC)CCC.N(C(N1CCCCC1)=O)=NC(N1CCCCC1)=O. The catalyst is C1(C)C=CC=CC=1.CCCCCC. The yield is 0.860. (7) The reactants are [C:1]([CH2:4][C:5]1[CH:10]=[C:9]([F:11])[CH:8]=[CH:7][C:6]=1[S:12][C:13]1[CH:21]=[CH:20][C:19]([F:22])=[CH:18][C:14]=1[C:15](O)=[O:16])(O)=[O:2].C(C1C=CC=C([N+]([O-])=O)C=1SC1C=CC(F)=CC=1C(O)=O)(O)=O.B. No catalyst specified. The product is [F:11][C:9]1[CH:8]=[CH:7][C:6]([S:12][C:13]2[CH:21]=[CH:20][C:19]([F:22])=[CH:18][C:14]=2[CH2:15][OH:16])=[C:5]([CH2:4][CH2:1][OH:2])[CH:10]=1. The yield is 0.860. (8) The reactants are Cl.[C:2]([O:6][C:7](=[O:11])[C@H:8]([CH3:10])[NH2:9])([CH3:5])([CH3:4])[CH3:3].C(N(C(C)C)CC)(C)C.[C:21]1(=O)[O:26][C:24](=[O:25])[C:23]2=[CH:27][CH:28]=[CH:29][CH:30]=[C:22]12. The catalyst is C1(C)C=CC=CC=1.CCOCC. The product is [C:2]([O:6][C:7](=[O:11])[C@@H:8]([N:9]1[C:24](=[O:25])[C:23]2[C:22](=[CH:30][CH:29]=[CH:28][CH:27]=2)[C:21]1=[O:26])[CH3:10])([CH3:5])([CH3:4])[CH3:3]. The yield is 0.900. (9) The reactants are [CH2:1]([N:8]([CH2:16][CH:17]1[CH2:22][CH2:21][N:20]([CH2:23][C:24]([CH3:30])([CH3:29])[C:25]([F:28])([F:27])[F:26])[CH2:19][CH2:18]1)[C:9]1[CH:14]=[CH:13][C:12](Br)=[CH:11][CH:10]=1)[C:2]1[CH:7]=[CH:6][CH:5]=[CH:4][CH:3]=1.[CH3:31][O:32][C:33]([C:35]1[CH:40]=[CH:39][C:38](B(O)O)=[CH:37][CH:36]=1)=[O:34].C([O-])([O-])=O.[Cs+].[Cs+].O1CCOCC1. The catalyst is C1C=CC(P(C2C=CC=CC=2)[C-]2C=CC=C2)=CC=1.C1C=CC(P(C2C=CC=CC=2)[C-]2C=CC=C2)=CC=1.Cl[Pd]Cl.[Fe+2].O. The product is [CH2:1]([N:8]([CH2:16][CH:17]1[CH2:22][CH2:21][N:20]([CH2:23][C:24]([CH3:30])([CH3:29])[C:25]([F:28])([F:27])[F:26])[CH2:19][CH2:18]1)[C:9]1[CH:14]=[CH:13][C:12]([C:38]2[CH:39]=[CH:40][C:35]([C:33]([O:32][CH3:31])=[O:34])=[CH:36][CH:37]=2)=[CH:11][CH:10]=1)[C:2]1[CH:7]=[CH:6][CH:5]=[CH:4][CH:3]=1. The yield is 0.790.